Dataset: Full USPTO retrosynthesis dataset with 1.9M reactions from patents (1976-2016). Task: Predict the reactants needed to synthesize the given product. Given the product [C:1]([C:5]1[O:9][N:8]=[C:7]([C:10]2[CH:15]=[C:14]([O:24][C@H:22]([CH3:23])[C:21]([F:26])([F:25])[F:20])[C:13]([CH:17]3[CH2:19][CH2:18]3)=[CH:12][N:11]=2)[N:6]=1)([CH3:4])([CH3:3])[CH3:2], predict the reactants needed to synthesize it. The reactants are: [C:1]([C:5]1[O:9][N:8]=[C:7]([C:10]2[CH:15]=[C:14](Cl)[C:13]([CH:17]3[CH2:19][CH2:18]3)=[CH:12][N:11]=2)[N:6]=1)([CH3:4])([CH3:3])[CH3:2].[F:20][C:21]([F:26])([F:25])[C@H:22]([OH:24])[CH3:23].